From a dataset of Experimentally validated miRNA-target interactions with 360,000+ pairs, plus equal number of negative samples. Binary Classification. Given a miRNA mature sequence and a target amino acid sequence, predict their likelihood of interaction. (1) The miRNA is hsa-miR-4539 with sequence GCUGAACUGGGCUGAGCUGGGC. The protein sequence of the target gene is MATQGFSCLLLSVSEIDLSMKRQYKQIR. Result: 1 (interaction). (2) The miRNA is hsa-miR-187-3p with sequence UCGUGUCUUGUGUUGCAGCCGG. The protein sequence of the target gene is MDQSVAIQETLAEGEYCVIAVQGVLCEGDSRQSRLLGLVRYRLEHGGQEHALFLYTHRRMAITGDDVSLDQIVPVSRDFTLEEVSPDGELYILGSDVTVQLDTAELSLVFQLPFGSQTRMFLHEVARACPGFDSATRDPEFLWLSRYRCAELELEMPTPRGCNSALVTWPGYATIGGGRYPSRKKRWGLEEARPQGAGSVLFWGGAMEKTGFRLMERAHGGGFVWGRSARDGRRDEELEEAGREMSAAAGSRERNTAGGSNFDGLRPNGKGVPMDQSSRGQDKPESLQPRQNKSKSEITD.... Result: 1 (interaction).